This data is from Forward reaction prediction with 1.9M reactions from USPTO patents (1976-2016). The task is: Predict the product of the given reaction. (1) The product is: [C:12]1([O:11][C:10](=[O:18])[NH:3][C:4]2[CH:9]=[N:8][CH:7]=[CH:6][N:5]=2)[CH:17]=[CH:16][CH:15]=[CH:14][CH:13]=1. Given the reactants [H-].[Na+].[NH2:3][C:4]1[CH:9]=[N:8][CH:7]=[CH:6][N:5]=1.[C:10](=O)([O:18]C1C=CC=CC=1)[O:11][C:12]1[CH:17]=[CH:16][CH:15]=[CH:14][CH:13]=1.Cl, predict the reaction product. (2) Given the reactants [CH2:1]([O:3][C:4](=[O:17])[C:5]1[CH:10]=[C:9]([N:11]([CH2:14][CH3:15])[CH2:12][CH3:13])[N:8]=[C:7](Cl)[CH:6]=1)[CH3:2].[CH3:18][Zn]Cl, predict the reaction product. The product is: [CH2:1]([O:3][C:4](=[O:17])[C:5]1[CH:6]=[C:7]([CH3:18])[N:8]=[C:9]([N:11]([CH2:14][CH3:15])[CH2:12][CH3:13])[CH:10]=1)[CH3:2]. (3) Given the reactants [CH3:1][O:2][C:3]1[CH:4]=[C:5]([NH:15][C:16]([NH2:18])=[S:17])[CH:6]=[CH:7][C:8]=1[N:9]1[CH:13]=[C:12]([CH3:14])[N:11]=[CH:10]1.Br[CH:20]1[CH2:25][CH2:24][CH2:23][CH:22]([C:26]2[CH:31]=[C:30]([Cl:32])[CH:29]=[C:28]([Cl:33])[CH:27]=2)[C:21]1=O, predict the reaction product. The product is: [Cl:32][C:30]1[CH:31]=[C:26]([CH:22]2[C:21]3[N:18]=[C:16]([NH:15][C:5]4[CH:6]=[CH:7][C:8]([N:9]5[CH:13]=[C:12]([CH3:14])[N:11]=[CH:10]5)=[C:3]([O:2][CH3:1])[CH:4]=4)[S:17][C:20]=3[CH2:25][CH2:24][CH2:23]2)[CH:27]=[C:28]([Cl:33])[CH:29]=1. (4) The product is: [OH:16][C@@H:14]([CH3:15])[CH2:13][NH:12][C:9]([C@@H:1]1[C:3]2([CH2:4][CH2:5][CH2:6][CH2:7][CH2:8]2)[CH2:2]1)=[O:11]. Given the reactants [CH:1]1([C:9]([OH:11])=O)[C:3]2([CH2:8][CH2:7][CH2:6][CH2:5][CH2:4]2)[CH2:2]1.[NH2:12][CH2:13][C@@H:14]([OH:16])[CH3:15].Cl.NCC(N)=O, predict the reaction product. (5) The product is: [CH3:1][C:2]([CH3:37])([CH3:36])[CH2:3][C:4]1[N:9]=[C:8]([CH2:10][O:11][C:12]2[CH:13]=[C:14]([CH2:20][CH2:21][C:22]([OH:24])=[O:23])[CH:15]=[C:16]([O:18][CH3:19])[CH:17]=2)[CH:7]=[CH:6][C:5]=1[C:27]1[CH:32]=[C:31]([O:33][CH3:34])[CH:30]=[CH:29][C:28]=1[F:35]. Given the reactants [CH3:1][C:2]([CH3:37])([CH3:36])[CH2:3][C:4]1[N:9]=[C:8]([CH2:10][O:11][C:12]2[CH:13]=[C:14]([CH2:20][CH2:21][C:22]([O:24]CC)=[O:23])[CH:15]=[C:16]([O:18][CH3:19])[CH:17]=2)[CH:7]=[CH:6][C:5]=1[C:27]1[CH:32]=[C:31]([O:33][CH3:34])[CH:30]=[CH:29][C:28]=1[F:35].[OH-].[Na+], predict the reaction product. (6) Given the reactants [OH:1][C:2]1[CH:7]=[CH:6][C:5]([NH:8][C:9](=[O:14])[CH2:10][C:11]([NH2:13])=[O:12])=[CH:4][CH:3]=1.[Cl:15][C:16]1[CH:23]=[CH:22][C:19]([CH2:20]Br)=[CH:18][CH:17]=1, predict the reaction product. The product is: [Cl:15][C:16]1[CH:23]=[CH:22][C:19]([CH2:20][O:1][C:2]2[CH:3]=[CH:4][C:5]([NH:8][C:9](=[O:14])[CH2:10][C:11]([NH2:13])=[O:12])=[CH:6][CH:7]=2)=[CH:18][CH:17]=1.